From a dataset of Reaction yield outcomes from USPTO patents with 853,638 reactions. Predict the reaction yield, written as a fraction of the theoretical maximum amount of product (1.0 means a 100% yield; for example, 0.34 means a 34% yield). (1) The reactants are [CH2:1]([NH2:19])[CH2:2][CH2:3][CH2:4][CH2:5][CH2:6][CH2:7][CH2:8][CH2:9][CH2:10][CH2:11][CH2:12][CH2:13][CH2:14][CH2:15][CH2:16][CH2:17][CH3:18].[CH2:20]([NH:23][S:24](Cl)(=[O:26])=[O:25])[CH2:21][CH3:22]. No catalyst specified. The product is [CH2:1]([NH:19][S:24]([NH:23][CH2:20][CH2:21][CH3:22])(=[O:26])=[O:25])[CH2:2][CH2:3][CH2:4][CH2:5][CH2:6][CH2:7][CH2:8][CH2:9][CH2:10][CH2:11][CH2:12][CH2:13][CH2:14][CH2:15][CH2:16][CH2:17][CH3:18]. The yield is 0.310. (2) The reactants are [NH2:1][CH2:2][C:3]1[C:4]([F:20])=[C:5]([O:10][C:11]2[CH:12]=[C:13]([CH:16]=[C:17](Br)[CH:18]=2)[C:14]#[N:15])[C:6]([Cl:9])=[CH:7][CH:8]=1.[CH:21]([Zn]C(C)C)([CH3:23])[CH3:22].C([Zn]CCC)CC.NCC1C(F)=C(OC2C=C(C=C(C(C)C)C=2)C#N)C(Cl)=CC=1. The product is [NH2:1][CH2:2][C:3]1[C:4]([F:20])=[C:5]([O:10][C:11]2[CH:12]=[C:13]([CH:16]=[C:17]([CH2:22][CH2:21][CH3:23])[CH:18]=2)[C:14]#[N:15])[C:6]([Cl:9])=[CH:7][CH:8]=1. The catalyst is C1COCC1.C1C=CC([P]([Pd]([P](C2C=CC=CC=2)(C2C=CC=CC=2)C2C=CC=CC=2)([P](C2C=CC=CC=2)(C2C=CC=CC=2)C2C=CC=CC=2)[P](C2C=CC=CC=2)(C2C=CC=CC=2)C2C=CC=CC=2)(C2C=CC=CC=2)C2C=CC=CC=2)=CC=1. The yield is 0.552. (3) The reactants are FC(F)(F)C1C=C(NC(=O)NC2C=CC(C3SC(CCC(O)=O)=NC=3)=CC=2)C=CC=1.[F:31][C:32]1([F:61])[CH2:37][CH2:36][N:35]([C:38]([NH:40][C:41]2[CH:46]=[CH:45][C:44]([C:47]3[S:51][C:50]([CH2:52][CH2:53][C:54]([CH3:60])([CH3:59])[C:55]([O:57]C)=[O:56])=[N:49][CH:48]=3)=[CH:43][CH:42]=2)=[O:39])[CH2:34][CH2:33]1. No catalyst specified. The product is [F:61][C:32]1([F:31])[CH2:37][CH2:36][N:35]([C:38]([NH:40][C:41]2[CH:46]=[CH:45][C:44]([C:47]3[S:51][C:50]([CH2:52][CH2:53][C:54]([CH3:59])([CH3:60])[C:55]([OH:57])=[O:56])=[N:49][CH:48]=3)=[CH:43][CH:42]=2)=[O:39])[CH2:34][CH2:33]1. The yield is 0.860. (4) The reactants are [Br:1][C:2]1[O:6][C:5]([C:7]2[N:12]=[C:11]([NH2:13])[CH:10]=[C:9]([N:14]3[CH:18]=[CH:17][CH:16]=[N:15]3)[N:8]=2)=[CH:4][CH:3]=1. The catalyst is C(OC(=O)CC)(=O)CC. The product is [Br:1][C:2]1[O:6][C:5]([C:7]2[N:12]=[C:11]([NH:13][C:5](=[O:6])[CH2:4][CH3:3])[CH:10]=[C:9]([N:14]3[CH:18]=[CH:17][CH:16]=[N:15]3)[N:8]=2)=[CH:4][CH:3]=1. The yield is 0.840. (5) The reactants are [F:1][C:2]([F:33])([F:32])[O:3][C:4]1[CH:31]=[CH:30][C:7]([CH2:8][N:9]([C:16]2[N:17]=[C:18]3[CH:23]=[C:22]([C:24]([F:27])([F:26])[F:25])[CH:21]=[CH:20][N:19]3[C:28]=2[CH3:29])[S:10]([CH2:13][CH2:14]Br)(=[O:12])=[O:11])=[CH:6][CH:5]=1.[CH2:34]([NH:38][CH2:39][CH:40]([CH3:42])[CH3:41])[CH:35]([CH3:37])[CH3:36]. The catalyst is C(#N)C. The product is [F:1][C:2]([F:33])([F:32])[O:3][C:4]1[CH:31]=[CH:30][C:7]([CH2:8][N:9]([C:16]2[N:17]=[C:18]3[CH:23]=[C:22]([C:24]([F:27])([F:26])[F:25])[CH:21]=[CH:20][N:19]3[C:28]=2[CH3:29])[S:10]([CH2:13][CH2:14][N:38]([CH2:39][CH:40]([CH3:42])[CH3:41])[CH2:34][CH:35]([CH3:37])[CH3:36])(=[O:12])=[O:11])=[CH:6][CH:5]=1. The yield is 0.970. (6) The reactants are [Li+].CC([N-]C(C)C)C.[CH3:9][C:10]1[CH:15]=[CH:14][N:13]=[C:12]([C:16]2[CH:21]=[CH:20][C:19]([C:22]([F:25])([F:24])[F:23])=[CH:18][CH:17]=2)[CH:11]=1.[C:26](=O)([O:29]C)[O:27][CH3:28]. The catalyst is C1COCC1. The product is [F:24][C:22]([F:25])([F:23])[C:19]1[CH:18]=[CH:17][C:16]([C:12]2[CH:11]=[C:10]([CH2:9][C:26]([O:27][CH3:28])=[O:29])[CH:15]=[CH:14][N:13]=2)=[CH:21][CH:20]=1. The yield is 0.710. (7) The reactants are C1(P(=O)(C2C=CC=CC=2)C2C=CC=CC=2)C=CC=CC=1.FC(F)(F)S(OS(C(F)(F)F)(=O)=O)(=O)=O.[CH3:36][S:37]([C:40]1[CH:45]=[CH:44][CH:43]=[CH:42][C:41]=1[S:46]([NH:49][C:50]1[CH:51]=[CH:52][CH:53]=[C:54]2[C:58]=1[NH:57][C:56]([C:59]([NH:61][CH2:62][CH2:63][S:64]C(C1C=CC=CC=1)(C1C=CC=CC=1)C1C=CC=CC=1)=O)=[CH:55]2)(=[O:48])=[O:47])(=[O:39])=[O:38]. The catalyst is ClCCl. The product is [S:64]1[CH2:63][CH2:62][N:61]=[C:59]1[C:56]1[NH:57][C:58]2[C:54]([CH:55]=1)=[CH:53][CH:52]=[CH:51][C:50]=2[NH:49][S:46]([C:41]1[CH:42]=[CH:43][CH:44]=[CH:45][C:40]=1[S:37]([CH3:36])(=[O:39])=[O:38])(=[O:48])=[O:47]. The yield is 0.630.